This data is from Cav3 T-type calcium channel HTS with 100,875 compounds. The task is: Binary Classification. Given a drug SMILES string, predict its activity (active/inactive) in a high-throughput screening assay against a specified biological target. (1) The compound is S(=O)(=O)(N(CC(=O)N1CCN(CC1)c1c(OC)cccc1)c1c(OC)cccc1)c1ccccc1. The result is 0 (inactive). (2) The compound is Clc1c(OC)cc(S(=O)(=O)NC2CCCC2)cc1. The result is 0 (inactive). (3) The compound is S(=O)(=O)(NCC(N1CCN(CC1)c1ccc(F)cc1)c1cccnc1)c1sccc1. The result is 0 (inactive).